This data is from CYP2C9 inhibition data for predicting drug metabolism from PubChem BioAssay. The task is: Regression/Classification. Given a drug SMILES string, predict its absorption, distribution, metabolism, or excretion properties. Task type varies by dataset: regression for continuous measurements (e.g., permeability, clearance, half-life) or binary classification for categorical outcomes (e.g., BBB penetration, CYP inhibition). Dataset: cyp2c9_veith. (1) The drug is O=C(O)CCN=C1CCCc2ccccc2N1. The result is 0 (non-inhibitor). (2) The molecule is CSc1ccc2c(c1)c(CCN)c(C)n2Cc1ccccc1Cl. The result is 0 (non-inhibitor). (3) The drug is O=C(c1cc2nc(-c3ccco3)cc(C(F)(F)F)n2n1)N1CCc2ccccc2C1. The result is 1 (inhibitor). (4) The drug is COc1ccccc1-c1ccc2ncnc(N3CCOCC3)c2c1. The result is 0 (non-inhibitor). (5) The compound is CN(c1ccc(C(=O)NCC2CCCO2)cc1)S(=O)(=O)c1ccccc1. The result is 1 (inhibitor). (6) The molecule is Cc1cccc(N2CCN(C(=O)CCCn3c(=S)[nH]c4cc5c(cc4c3=O)OCO5)CC2)c1C. The result is 1 (inhibitor).